Predict which catalyst facilitates the given reaction. From a dataset of Catalyst prediction with 721,799 reactions and 888 catalyst types from USPTO. (1) Reactant: Br[C:2]1[CH:3]=[C:4]2[C:8](=[CH:9][CH:10]=1)[NH:7][N:6]=[CH:5]2.[B:11]1([B:11]2[O:15][C:14]([CH3:17])([CH3:16])[C:13]([CH3:19])([CH3:18])[O:12]2)[O:15][C:14]([CH3:17])([CH3:16])[C:13]([CH3:19])([CH3:18])[O:12]1.C([O-])(=O)C.[K+]. Product: [CH3:18][C:13]1([CH3:19])[C:14]([CH3:17])([CH3:16])[O:15][B:11]([C:2]2[CH:3]=[C:4]3[C:8](=[CH:9][CH:10]=2)[NH:7][N:6]=[CH:5]3)[O:12]1. The catalyst class is: 9. (2) Reactant: [F:1][C:2]1[CH:3]=[C:4]([CH:16]=[CH:17][CH:18]=1)[O:5][C:6]1[CH:7]=[C:8]([CH:11]2OCC[O:12]2)[S:9][CH:10]=1.C(O)(=O)CC(CC(O)=O)(C(O)=O)O.C(=O)(O)[O-].[Na+]. Product: [F:1][C:2]1[CH:3]=[C:4]([CH:16]=[CH:17][CH:18]=1)[O:5][C:6]1[CH:7]=[C:8]([CH:11]=[O:12])[S:9][CH:10]=1. The catalyst class is: 5. (3) Reactant: [CH3:1][O:2][C:3](=[O:12])[C:4]1[CH:9]=[CH:8][C:7]([Cl:10])=[C:6]([NH2:11])[CH:5]=1.[Br:13][C:14]1[CH:15]=[C:16]([CH:19]=[CH:20][CH:21]=1)[CH:17]=O. Product: [CH3:1][O:2][C:3](=[O:12])[C:4]1[CH:9]=[CH:8][C:7]([Cl:10])=[C:6]([N:11]=[CH:17][C:16]2[CH:19]=[CH:20][CH:21]=[C:14]([Br:13])[CH:15]=2)[CH:5]=1. The catalyst class is: 626. (4) Reactant: [C:1]([C:3]1[CH:4]=[CH:5][C:6]([N:25]([C:27]2[CH:32]=[C:31]([Cl:33])[CH:30]=[C:29]([Cl:34])[CH:28]=2)[CH3:26])=[C:7]([S:9]([N:12]2[CH2:17][CH2:16][N:15](C(OC(C)(C)C)=O)[CH2:14][CH2:13]2)(=[O:11])=[O:10])[CH:8]=1)#[N:2].Cl. Product: [ClH:33].[Cl:33][C:31]1[CH:32]=[C:27]([N:25]([CH3:26])[C:6]2[CH:5]=[CH:4][C:3]([C:1]#[N:2])=[CH:8][C:7]=2[S:9]([N:12]2[CH2:13][CH2:14][NH:15][CH2:16][CH2:17]2)(=[O:11])=[O:10])[CH:28]=[C:29]([Cl:34])[CH:30]=1. The catalyst class is: 12. (5) Reactant: [Cl:1][C:2]1[N:7]=[C:6]([NH:8][C:9]2[CH:10]=[N:11][C:12]3[C:17]([CH:18]=2)=[CH:16][CH:15]=[CH:14][CH:13]=3)[CH:5]=[CH:4][N:3]=1.[CH3:19]I.[H-].[Na+].O. Product: [Cl:1][C:2]1[N:7]=[C:6]([N:8]([CH3:19])[C:9]2[CH:10]=[N:11][C:12]3[C:17]([CH:18]=2)=[CH:16][CH:15]=[CH:14][CH:13]=3)[CH:5]=[CH:4][N:3]=1. The catalyst class is: 3. (6) Reactant: [S:1]1[CH:5]=[CH:4][CH:3]=[C:2]1B(O)O.[CH2:9]([O:13][C:14]1[CH:19]=[CH:18][C:17](Br)=[CH:16][CH:15]=1)[CH2:10][CH2:11][CH3:12].C(=O)([O-])[O-].[K+].[K+]. Product: [CH2:9]([O:13][C:14]1[CH:19]=[CH:18][C:17]([C:2]2[S:1][CH:5]=[CH:4][CH:3]=2)=[CH:16][CH:15]=1)[CH2:10][CH2:11][CH3:12]. The catalyst class is: 35. (7) Reactant: [Br:1][C:2]1[CH:3]=[C:4]2[C:9](=[CH:10][CH:11]=1)[N:8]=[C:7](Cl)[CH:6]=[CH:5]2.[CH3:13][O-:14].[Na+]. Product: [Br:1][C:2]1[CH:3]=[C:4]2[C:9](=[CH:10][CH:11]=1)[N:8]=[C:7]([O:14][CH3:13])[CH:6]=[CH:5]2. The catalyst class is: 5.